Dataset: Full USPTO retrosynthesis dataset with 1.9M reactions from patents (1976-2016). Task: Predict the reactants needed to synthesize the given product. (1) Given the product [CH3:1][N:2]([CH3:16])[C:3]1([C:10]2[CH:11]=[CH:12][CH:13]=[CH:14][CH:15]=2)[CH2:8][CH:7]([CH2:19][CH2:18][C:17]#[N:23])[C:6](=[O:9])[CH2:5][CH2:4]1, predict the reactants needed to synthesize it. The reactants are: [CH3:1][N:2]([CH3:16])[C:3]1([C:10]2[CH:15]=[CH:14][CH:13]=[CH:12][CH:11]=2)[CH2:8][CH2:7][C:6](=[O:9])[CH2:5][CH2:4]1.[CH:17]1([NH2:23])CCC[CH2:19][CH2:18]1.C(#N)C=C. (2) Given the product [OH:17][C:4]1[CH:5]=[CH:6][C:7]([O:12][CH2:13][CH2:14][CH3:15])=[C:8]([CH:11]=1)[C:9]#[N:10], predict the reactants needed to synthesize it. The reactants are: C([C:4]1[CH:5]=[CH:6][C:7]([O:12][CH2:13][CH2:14][CH3:15])=[C:8]([CH:11]=1)[C:9]#[N:10])(=O)C.S(OOS([O-])(=O)=O)([O-])(=O)=[O:17].[NH4+].[NH4+].S(=O)(=O)(O)O.